Task: Predict the product of the given reaction.. Dataset: Forward reaction prediction with 1.9M reactions from USPTO patents (1976-2016) (1) Given the reactants [C:1]([O:5][C:6]([NH:8][C:9]([CH3:17])([CH3:16])[CH2:10][O:11][CH2:12][C:13]([OH:15])=O)=[O:7])([CH3:4])([CH3:3])[CH3:2].ON1C2N=CC=CC=2N=N1.Cl.C(N=C=NCCCN(C)C)C.[C:40]([O:43][CH2:44][CH2:45][CH2:46][NH:47][C:48](=[O:75])[C@H:49]([N:57]([C:59](=[O:74])[C@H:60]([NH:72][CH3:73])[CH2:61][C:62]1[CH:71]=[CH:70][C:69]2[C:64](=[CH:65][CH:66]=[CH:67][CH:68]=2)[CH:63]=1)[CH3:58])[CH2:50][C:51]1[CH:56]=[CH:55][CH:54]=[CH:53][CH:52]=1)(=[O:42])[CH3:41].C(N(C(C)C)CC)(C)C, predict the reaction product. The product is: [C:40]([O:43][CH2:44][CH2:45][CH2:46][NH:47][C:48](=[O:75])[C@H:49]([N:57]([C:59](=[O:74])[C@H:60]([N:72]([C:13](=[O:15])[CH2:12][O:11][CH2:10][C:9]([NH:8][C:6]([O:5][C:1]([CH3:2])([CH3:3])[CH3:4])=[O:7])([CH3:17])[CH3:16])[CH3:73])[CH2:61][C:62]1[CH:71]=[CH:70][C:69]2[C:64](=[CH:65][CH:66]=[CH:67][CH:68]=2)[CH:63]=1)[CH3:58])[CH2:50][C:51]1[CH:52]=[CH:53][CH:54]=[CH:55][CH:56]=1)(=[O:42])[CH3:41]. (2) Given the reactants Br.[Cl:2][C:3]1[CH:8]=[C:7]([C:9]2[CH:14]=[CH:13][C:12]([OH:15])=[CH:11][CH:10]=2)[CH:6]=[CH:5][N:4]=1.C(=O)([O-])[O-].[K+].[K+].Cl.CS(O[CH2:28][CH2:29][CH2:30][N:31]1[CH2:36][CH2:35][CH2:34][C@H:33]([CH3:37])[CH2:32]1)(=O)=O, predict the reaction product. The product is: [Cl:2][C:3]1[CH:8]=[C:7]([C:9]2[CH:10]=[CH:11][C:12]([O:15][CH2:28][CH2:29][CH2:30][N:31]3[CH2:36][CH2:35][CH2:34][C@H:33]([CH3:37])[CH2:32]3)=[CH:13][CH:14]=2)[CH:6]=[CH:5][N:4]=1.